Dataset: Forward reaction prediction with 1.9M reactions from USPTO patents (1976-2016). Task: Predict the product of the given reaction. (1) Given the reactants [F:1][C:2]1[C:3]2[CH2:9][S:8][CH2:7][C:4]=2[S:5][CH:6]=1.C([Li])CCC.C1C=CC(S(N(S(C2C=CC=CC=2)(=O)=O)[F:25])(=O)=O)=CC=1, predict the reaction product. The product is: [F:25][C:6]1[S:5][C:4]2[CH2:7][S:8][CH2:9][C:3]=2[C:2]=1[F:1]. (2) Given the reactants [CH3:1][C:2]1[CH:3]=[C:4]([S:15](Cl)(=[O:17])=[O:16])[CH:5]=[CH:6][C:7]=1[NH:8][C:9](=[O:14])[C:10]([F:13])([F:12])[F:11].[NH2:19][C:20]1[S:21][CH:22]=[CH:23][N:24]=1, predict the reaction product. The product is: [F:11][C:10]([F:13])([F:12])[C:9]([NH:8][C:7]1[CH:6]=[CH:5][C:4]([S:15](=[O:17])(=[O:16])[NH:19][C:20]2[S:21][CH:22]=[CH:23][N:24]=2)=[CH:3][C:2]=1[CH3:1])=[O:14]. (3) Given the reactants [H-].[Na+].[CH3:3][OH:4].Cl[C:6]1[C:11]([N+:12]([O-:14])=[O:13])=[CH:10][CH:9]=[C:8]([Cl:15])[N:7]=1.O, predict the reaction product. The product is: [Cl:15][C:8]1[N:7]=[C:6]([O:4][CH3:3])[C:11]([N+:12]([O-:14])=[O:13])=[CH:10][CH:9]=1. (4) Given the reactants [Br:1][C:2]1[N:7]=[CH:6][C:5]2[CH:8]=[C:9]([C:15]3[CH:16]=[N:17][N:18]([CH2:20][C:21]([N:23]([CH3:25])[CH3:24])=[O:22])[CH:19]=3)[N:10](S(C)(=O)=O)[C:4]=2[CH:3]=1.C1CCN2C(=NCCC2)CC1.[C:37]([O:41][C:42](O[C:42]([O:41][C:37]([CH3:40])([CH3:39])[CH3:38])=[O:43])=[O:43])([CH3:40])([CH3:39])[CH3:38], predict the reaction product. The product is: [C:37]([O:41][C:42]([N:10]1[C:4]2[CH:3]=[C:2]([Br:1])[N:7]=[CH:6][C:5]=2[CH:8]=[C:9]1[C:15]1[CH:16]=[N:17][N:18]([CH2:20][C:21]([N:23]([CH3:25])[CH3:24])=[O:22])[CH:19]=1)=[O:43])([CH3:40])([CH3:39])[CH3:38]. (5) The product is: [OH:41][C:36]1[CH:35]=[C:34]([CH2:33][NH:32][CH2:27][C:23]2[CH:22]=[C:21]([C:18]3[CH:19]=[C:20]4[C:15](=[C:16]([C:29]([NH2:31])=[O:30])[CH:17]=3)[NH:14][CH:13]=[C:12]4[CH:9]3[CH2:10][CH2:11][N:6]([S:3]([CH2:1][CH3:2])(=[O:5])=[O:4])[CH2:7][CH2:8]3)[CH:26]=[CH:25][CH:24]=2)[CH:39]=[CH:38][C:37]=1[OH:40]. Given the reactants [CH2:1]([S:3]([N:6]1[CH2:11][CH2:10][CH:9]([C:12]2[C:20]3[C:15](=[C:16]([C:29]([NH2:31])=[O:30])[CH:17]=[C:18]([C:21]4[CH:26]=[CH:25][CH:24]=[C:23]([CH:27]=O)[CH:22]=4)[CH:19]=3)[NH:14][CH:13]=2)[CH2:8][CH2:7]1)(=[O:5])=[O:4])[CH3:2].[NH2:32][CH2:33][C:34]1[CH:35]=[C:36]([OH:41])[C:37]([OH:40])=[CH:38][CH:39]=1.[BH-](OC(C)=O)(OC(C)=O)OC(C)=O.[Na+], predict the reaction product. (6) Given the reactants [F:1][C:2]1[CH:10]=[CH:9][C:5]([C:6](Cl)=[O:7])=[C:4]([C:11]([F:14])([F:13])[F:12])[CH:3]=1.[CH:15]1([CH2:18][CH2:19][NH:20][C:21]([C:23]2[N:24]=[N:25][C:26]([N:29]3[CH2:34][CH2:33][NH:32][CH2:31][CH2:30]3)=[CH:27][CH:28]=2)=[O:22])[CH2:17][CH2:16]1, predict the reaction product. The product is: [CH:15]1([CH2:18][CH2:19][NH:20][C:21]([C:23]2[N:24]=[N:25][C:26]([N:29]3[CH2:34][CH2:33][N:32]([C:6](=[O:7])[C:5]4[CH:9]=[CH:10][C:2]([F:1])=[CH:3][C:4]=4[C:11]([F:14])([F:13])[F:12])[CH2:31][CH2:30]3)=[CH:27][CH:28]=2)=[O:22])[CH2:17][CH2:16]1. (7) Given the reactants [CH2:1]([O:8][C:9](=[O:32])[NH:10][CH2:11][CH2:12][CH2:13][CH2:14][C:15]1[CH:20]=[CH:19][C:18]([O:21][CH2:22][CH2:23][NH:24][CH2:25][C:26]2[CH:31]=[CH:30][CH:29]=[CH:28][CH:27]=2)=[CH:17][CH:16]=1)[C:2]1[CH:7]=[CH:6][CH:5]=[CH:4][CH:3]=1.[CH2:33]([O:40][C:41]1[CH:46]=[CH:45][C:44]([C@@H:47]([OH:50])[CH2:48]Br)=[CH:43][C:42]=1[NH:51][CH:52]=[O:53])[C:34]1[CH:39]=[CH:38][CH:37]=[CH:36][CH:35]=1.C([O-])([O-])=O.[K+].[K+], predict the reaction product. The product is: [CH2:1]([O:8][C:9](=[O:32])[NH:10][CH2:11][CH2:12][CH2:13][CH2:14][C:15]1[CH:16]=[CH:17][C:18]([O:21][CH2:22][CH2:23][N:24]([CH2:25][C:26]2[CH:31]=[CH:30][CH:29]=[CH:28][CH:27]=2)[CH2:48][C@@H:47]([C:44]2[CH:45]=[CH:46][C:41]([O:40][CH2:33][C:34]3[CH:35]=[CH:36][CH:37]=[CH:38][CH:39]=3)=[C:42]([NH:51][CH:52]=[O:53])[CH:43]=2)[OH:50])=[CH:19][CH:20]=1)[C:2]1[CH:7]=[CH:6][CH:5]=[CH:4][CH:3]=1.